This data is from Reaction yield outcomes from USPTO patents with 853,638 reactions. The task is: Predict the reaction yield, written as a fraction of the theoretical maximum amount of product (1.0 means a 100% yield; for example, 0.34 means a 34% yield). The reactants are [C:1]([C:4]1[C:5]([CH3:26])=[N:6][C:7]2[N:8]([CH:18]=[C:19]([CH2:21][C:22]([O:24][CH3:25])=[O:23])[N:20]=2)[C:9]=1[C:10]1[CH:15]=[CH:14][C:13]([Cl:16])=[CH:12][C:11]=1[Cl:17])(=O)[NH2:2].CCN(CC)CC.FC(F)(F)C(OC(=O)C(F)(F)F)=O.[NH4+].[Cl-]. The catalyst is C(Cl)Cl. The product is [C:1]([C:4]1[C:5]([CH3:26])=[N:6][C:7]2[N:8]([CH:18]=[C:19]([CH2:21][C:22]([O:24][CH3:25])=[O:23])[N:20]=2)[C:9]=1[C:10]1[CH:15]=[CH:14][C:13]([Cl:16])=[CH:12][C:11]=1[Cl:17])#[N:2]. The yield is 0.800.